The task is: Predict the reactants needed to synthesize the given product.. This data is from Full USPTO retrosynthesis dataset with 1.9M reactions from patents (1976-2016). (1) Given the product [Br:1][C:2]1[N:3]=[CH:4][C:5]([OH:11])=[N:6][C:7]=1[Cl:8], predict the reactants needed to synthesize it. The reactants are: [Br:1][C:2]1[N:3]=[CH:4][C:5](N)=[N:6][C:7]=1[Cl:8].N([O-])=[O:11].[Na+]. (2) Given the product [C:1]([C:5]1[N:6](/[CH:24]=[CH:25]/[CH2:26][OH:27])[C:7]([C:17]2[CH:22]=[CH:21][C:20]([F:23])=[CH:19][CH:18]=2)=[C:8]([C:10]2[CH:15]=[CH:14][N:13]=[CH:12][CH:11]=2)[N:9]=1)([CH3:4])([CH3:2])[CH3:3].[C:30]([C:34]1[N:35](/[CH:53]=[CH:54]/[CH2:55][OH:57])[C:36]([C:10]2[CH:15]=[CH:14][N:13]=[CH:12][CH:11]=2)=[C:37]([C:39]2[CH:40]=[CH:41][C:42]([F:45])=[CH:43][CH:44]=2)[N:38]=1)([CH3:33])([CH3:31])[CH3:32], predict the reactants needed to synthesize it. The reactants are: [C:1]([C:5]1[N:6](/[CH:24]=[CH:25]/[C:26](OC)=[O:27])[C:7]([C:17]2[CH:22]=[CH:21][C:20]([F:23])=[CH:19][CH:18]=2)=[C:8]([C:10]2[CH:15]=[CH:14][N+:13]([O-])=[CH:12][CH:11]=2)[N:9]=1)([CH3:4])([CH3:3])[CH3:2].[C:30]([C:34]1[N:35](/[CH:53]=[CH:54]/[C:55]([O:57]C)=O)[CH2:36][C:37](C2C=CC=[N+]([O-])C=2)([C:39]2[CH:44]=[CH:43][C:42]([F:45])=[CH:41][CH:40]=2)[N:38]=1)([CH3:33])([CH3:32])[CH3:31]. (3) Given the product [O:15]=[C:13]([CH3:14])[CH2:12][CH:4]1[CH2:5][CH2:6][CH2:7][CH2:8][CH2:9][C:3]1=[O:10], predict the reactants needed to synthesize it. The reactants are: [H-].[Na+].[C:3]1(=[O:10])[CH2:9][CH2:8][CH2:7][CH2:6][CH2:5][CH2:4]1.Cl[CH2:12][C:13]([O:15]COC)=[CH2:14]. (4) The reactants are: [F:1][C:2]1[CH:7]=[CH:6][C:5]([CH:8](O)[CH2:9][N:10]2[CH2:15][CH2:14][N:13]([C:16]3[CH:21]=[CH:20][CH:19]=[CH:18][CH:17]=3)[CH2:12][CH2:11]2)=[CH:4][CH:3]=1.CS(Cl)(=O)=O.[NH2:28][CH2:29][C:30]1[CH:35]=[CH:34][CH:33]=[CH:32][N:31]=1. Given the product [F:1][C:2]1[CH:7]=[CH:6][C:5]([CH:8]([NH:28][CH2:29][C:30]2[CH:35]=[CH:34][CH:33]=[CH:32][N:31]=2)[CH2:9][N:10]2[CH2:15][CH2:14][N:13]([C:16]3[CH:21]=[CH:20][CH:19]=[CH:18][CH:17]=3)[CH2:12][CH2:11]2)=[CH:4][CH:3]=1, predict the reactants needed to synthesize it. (5) Given the product [CH3:10][O:11][CH2:12][O:14][C:15]1[CH:16]=[C:17]([CH:22]=[CH:23][CH:24]=1)[C:18]([O:20][CH3:21])=[O:19], predict the reactants needed to synthesize it. The reactants are: C(N(C(C)C)CC)(C)C.[CH3:10][O:11][CH2:12]Cl.[OH:14][C:15]1[CH:16]=[C:17]([CH:22]=[CH:23][CH:24]=1)[C:18]([O:20][CH3:21])=[O:19].